Dataset: Reaction yield outcomes from USPTO patents with 853,638 reactions. Task: Predict the reaction yield, written as a fraction of the theoretical maximum amount of product (1.0 means a 100% yield; for example, 0.34 means a 34% yield). The reactants are N[C:2]1[N:6]([C:7]2[CH:12]=[CH:11][CH:10]=[C:9]([F:13])[CH:8]=2)[N:5]=[CH:4][C:3]=1[C:14]([O:16][CH2:17][CH3:18])=[O:15].[I:19]CI.N(OCCC(C)C)=O. The product is [I:19][C:2]1[N:6]([C:7]2[CH:12]=[CH:11][CH:10]=[C:9]([F:13])[CH:8]=2)[N:5]=[CH:4][C:3]=1[C:14]([O:16][CH2:17][CH3:18])=[O:15]. The yield is 0.790. The catalyst is C(#N)C.